Dataset: Full USPTO retrosynthesis dataset with 1.9M reactions from patents (1976-2016). Task: Predict the reactants needed to synthesize the given product. (1) Given the product [Cl:20][C:21]1[N:29]=[C:28]2[C:24]([N:25]=[CH:26][N:27]2[CH3:30])=[C:23]([O:1][C:2]2[C:3]([CH3:19])=[CH:4][C:5]([C:9]3[CH:14]=[CH:13][C:12]([C:15]([O:17][CH3:18])=[O:16])=[CH:11][CH:10]=3)=[CH:6][C:7]=2[CH3:8])[N:22]=1, predict the reactants needed to synthesize it. The reactants are: [OH:1][C:2]1[C:7]([CH3:8])=[CH:6][C:5]([C:9]2[CH:14]=[CH:13][C:12]([C:15]([O:17][CH3:18])=[O:16])=[CH:11][CH:10]=2)=[CH:4][C:3]=1[CH3:19].[Cl:20][C:21]1[N:29]=[C:28]2[C:24]([N:25]=[CH:26][N:27]2[CH3:30])=[C:23](Cl)[N:22]=1.C([O-])([O-])=O.[K+].[K+]. (2) Given the product [CH2:16]([CH:8]([CH2:1][CH2:2][CH2:3][CH2:4][CH2:5][CH2:6][CH3:7])[CH2:9][CH2:10][CH2:11][C:12]([O:14][CH3:15])=[O:13])[CH2:17][CH2:18][CH2:19][CH2:20][CH2:21][CH3:22], predict the reactants needed to synthesize it. The reactants are: [CH2:1]([C:8]([CH2:16][CH2:17][CH2:18][CH2:19][CH2:20][CH2:21][CH3:22])=[CH:9][CH:10]=[CH:11][C:12]([O:14][CH3:15])=[O:13])[CH2:2][CH2:3][CH2:4][CH2:5][CH2:6][CH3:7].[H][H].